From a dataset of Full USPTO retrosynthesis dataset with 1.9M reactions from patents (1976-2016). Predict the reactants needed to synthesize the given product. (1) Given the product [CH3:11][N:12]1[CH2:17][CH2:16][N:15]([CH2:18][CH2:19][CH2:20][NH:21][C:2]2[CH:7]=[CH:6][C:5]([N+:8]([O-:10])=[O:9])=[CH:4][CH:3]=2)[CH2:14][CH2:13]1, predict the reactants needed to synthesize it. The reactants are: I[C:2]1[CH:7]=[CH:6][C:5]([N+:8]([O-:10])=[O:9])=[CH:4][CH:3]=1.[CH3:11][N:12]1[CH2:17][CH2:16][N:15]([CH2:18][CH2:19][CH2:20][NH2:21])[CH2:14][CH2:13]1. (2) Given the product [OH:2][CH2:1][C:3]1[CH:4]=[CH:5][C:6]([O:11][C:12]2[CH:17]=[CH:16][CH:15]=[C:14]([C:18]([F:19])([F:20])[F:21])[CH:13]=2)=[C:7]([CH:10]=1)[C:8]#[N:9], predict the reactants needed to synthesize it. The reactants are: [CH:1]([C:3]1[CH:4]=[CH:5][C:6]([O:11][C:12]2[CH:17]=[CH:16][CH:15]=[C:14]([C:18]([F:21])([F:20])[F:19])[CH:13]=2)=[C:7]([CH:10]=1)[C:8]#[N:9])=[O:2].[BH4-].[Na+]. (3) Given the product [CH2:28]([N:8]([C:5]1[CH:6]=[CH:7][C:2]([Br:1])=[CH:3][CH:4]=1)[CH2:9][CH2:10][C@H:11]([NH:20][C:21]([O:23][C:24]([CH3:27])([CH3:26])[CH3:25])=[O:22])[C:12]([O:14][CH:15]1[CH2:16][CH2:17][CH2:18][CH2:19]1)=[O:13])[C:29]1[CH:34]=[CH:33][CH:32]=[CH:31][CH:30]=1, predict the reactants needed to synthesize it. The reactants are: [Br:1][C:2]1[CH:7]=[CH:6][C:5]([NH:8][CH2:9][CH2:10][C@H:11]([NH:20][C:21]([O:23][C:24]([CH3:27])([CH3:26])[CH3:25])=[O:22])[C:12]([O:14][CH:15]2[CH2:19][CH2:18][CH2:17][CH2:16]2)=[O:13])=[CH:4][CH:3]=1.[CH2:28](Br)[C:29]1[CH:34]=[CH:33][CH:32]=[CH:31][CH:30]=1.C([O-])([O-])=O.[K+].[K+].CC#N. (4) The reactants are: [NH2:1][CH2:2][C@@H:3]1[O:7][C:6](=[O:8])[N:5]([C:9]2[CH:14]=[CH:13][C:12]([CH:15]3[CH2:20][CH2:19][S:18](=[O:22])(=[O:21])[CH2:17][CH2:16]3)=[C:11]([F:23])[CH:10]=2)[CH2:4]1.[C:24](Cl)(=[O:32])[O:25][CH2:26][O:27][C:28](=[O:31])[CH2:29][CH3:30]. Given the product [O:22]=[S:18]1(=[O:21])[CH2:19][CH2:20][CH:15]([C:12]2[CH:13]=[CH:14][C:9]([N:5]3[CH2:4][C@H:3]([CH2:2][NH:1][C:24]([O:25][CH2:26][O:27][C:28](=[O:31])[CH2:29][CH3:30])=[O:32])[O:7][C:6]3=[O:8])=[CH:10][C:11]=2[F:23])[CH2:16][CH2:17]1, predict the reactants needed to synthesize it.